From a dataset of NCI-60 drug combinations with 297,098 pairs across 59 cell lines. Regression. Given two drug SMILES strings and cell line genomic features, predict the synergy score measuring deviation from expected non-interaction effect. (1) Drug 1: CN1C(=O)N2C=NC(=C2N=N1)C(=O)N. Drug 2: C1=CN(C=N1)CC(O)(P(=O)(O)O)P(=O)(O)O. Cell line: OVCAR3. Synergy scores: CSS=-2.68, Synergy_ZIP=1.42, Synergy_Bliss=-4.03, Synergy_Loewe=-8.33, Synergy_HSA=-11.2. (2) Drug 1: CCC1=C2CN3C(=CC4=C(C3=O)COC(=O)C4(CC)O)C2=NC5=C1C=C(C=C5)O. Drug 2: B(C(CC(C)C)NC(=O)C(CC1=CC=CC=C1)NC(=O)C2=NC=CN=C2)(O)O. Cell line: HOP-62. Synergy scores: CSS=71.1, Synergy_ZIP=2.76, Synergy_Bliss=0.0863, Synergy_Loewe=-11.0, Synergy_HSA=-0.647. (3) Drug 1: CC1=CC=C(C=C1)C2=CC(=NN2C3=CC=C(C=C3)S(=O)(=O)N)C(F)(F)F. Drug 2: CC1CCC2CC(C(=CC=CC=CC(CC(C(=O)C(C(C(=CC(C(=O)CC(OC(=O)C3CCCCN3C(=O)C(=O)C1(O2)O)C(C)CC4CCC(C(C4)OC)OCCO)C)C)O)OC)C)C)C)OC. Cell line: HCT-15. Synergy scores: CSS=-0.0240, Synergy_ZIP=1.99, Synergy_Bliss=4.73, Synergy_Loewe=-2.32, Synergy_HSA=-2.27.